Dataset: Buchwald-Hartwig C-N cross coupling reaction yields with 55,370 reactions. Task: Predict the reaction yield, written as a fraction of the theoretical maximum amount of product (1.0 means a 100% yield; for example, 0.34 means a 34% yield). (1) The reactants are FC(F)(F)c1ccc(Cl)cc1.Cc1ccc(N)cc1.O=S(=O)(O[Pd]1c2ccccc2-c2ccccc2N~1)C(F)(F)F.COc1ccc(OC)c(P([C@]23C[C@H]4C[C@H](C[C@H](C4)C2)C3)[C@]23C[C@H]4C[C@H](C[C@H](C4)C2)C3)c1-c1c(C(C)C)cc(C(C)C)cc1C(C)C.CN(C)C(=NC(C)(C)C)N(C)C.c1ccc2oncc2c1. No catalyst specified. The product is Cc1ccc(Nc2ccc(C(F)(F)F)cc2)cc1. The yield is 0.0520. (2) The product is Cc1ccc(Nc2cccnc2)cc1. The reactants are Brc1cccnc1.Cc1ccc(N)cc1.O=S(=O)(O[Pd]1c2ccccc2-c2ccccc2N~1)C(F)(F)F.CC(C)c1cc(C(C)C)c(-c2ccccc2P(C(C)(C)C)C(C)(C)C)c(C(C)C)c1.CN(C)C(=NC(C)(C)C)N(C)C.Cc1ccon1. The yield is 0.857. No catalyst specified.